Dataset: Catalyst prediction with 721,799 reactions and 888 catalyst types from USPTO. Task: Predict which catalyst facilitates the given reaction. (1) Reactant: C([N+](CCCC)(CCCC)CCCC)CCC.[P:18]([O:22][CH2:23][C@@H:24]1[C@@H:28]([O:29][P:30]([O:33][CH2:34][C@@H:35]2[C@@H:39]([OH:40])[C@@H:38]([OH:41])[C@H:37]([N:42]3[CH:50]=[N:49][C:48]4[C:43]3=[N:44][CH:45]=[N:46][C:47]=4[NH2:51])[O:36]2)([OH:32])=[O:31])[CH2:27][C@H:26]([N:52]2[CH:57]=[CH:56][C:55]([NH2:58])=[N:54][C:53]2=[O:59])[O:25]1)([OH:21])([OH:20])=[O:19].[S:60]1[CH2:64][C@@H:63]([C:65](OCC#N)=[O:66])[N:62]([C:71]([O:73][C:74]([CH3:77])([CH3:76])[CH3:75])=[O:72])[CH2:61]1. Product: [S:60]1[CH2:64][C@@H:63]([C:65]([O:40][C@H:39]2[C@@H:38]([OH:41])[C@H:37]([N:42]3[CH:50]=[N:49][C:48]4[C:43]3=[N:44][CH:45]=[N:46][C:47]=4[NH2:51])[O:36][C@@H:35]2[CH2:34][O:33][P:30]([O:29][C@H:28]2[CH2:27][C@H:26]([N:52]3[CH:57]=[CH:56][C:55]([NH2:58])=[N:54][C:53]3=[O:59])[O:25][C@@H:24]2[CH2:23][O:22][P:18]([OH:21])([OH:20])=[O:19])([OH:32])=[O:31])=[O:66])[N:62]([C:71]([O:73][C:74]([CH3:77])([CH3:76])[CH3:75])=[O:72])[CH2:61]1. The catalyst class is: 10. (2) Reactant: [NH2:1][C:2]1[N:7]=[C:6]([C:8]2[CH:16]=[C:15]3[C:11]([C:12]([NH2:17])=[N:13][NH:14]3)=[CH:10][CH:9]=2)[CH:5]=[C:4](S(C)(=O)=O)[N:3]=1.[CH3:22][C:23]1[CH:24]=[C:25]([CH2:29][CH2:30][NH2:31])[CH:26]=[CH:27][CH:28]=1.CCN(C(C)C)C(C)C. Product: [NH2:17][C:12]1[C:11]2[C:15](=[CH:16][C:8]([C:6]3[N:7]=[C:2]([NH2:1])[N:3]=[C:4]([NH:31][CH2:30][CH2:29][C:25]4[CH:26]=[CH:27][CH:28]=[C:23]([CH3:22])[CH:24]=4)[CH:5]=3)=[CH:9][CH:10]=2)[NH:14][N:13]=1. The catalyst class is: 37. (3) Reactant: [Br:1][C:2]1[CH:3]=[CH:4][C:5]([F:18])=[C:6]([C@@:8]([NH2:17])([CH2:11][CH:12](OC)OC)[CH2:9][F:10])[CH:7]=1.C([N:27]=[C:28]=[S:29])(=O)C1C=CC=CC=1.OS(C(F)(F)F)(=O)=O.[OH-].[Na+]. Product: [Br:1][C:2]1[CH:3]=[CH:4][C:5]([F:18])=[C:6]([C@:8]2([CH2:9][F:10])[CH:11]=[CH:12][S:29][C:28]([NH2:27])=[N:17]2)[CH:7]=1. The catalyst class is: 2. (4) Reactant: [F:1][C:2]([F:11])([F:10])[C:3]1[N:8]=[CH:7][C:6]([NH2:9])=[CH:5][CH:4]=1.N1C=CC=CC=1.Cl[C:19]([O:21][CH2:22][C:23]([Cl:26])([Cl:25])[Cl:24])=[O:20]. Product: [F:11][C:2]([F:1])([F:10])[C:3]1[N:8]=[CH:7][C:6]([NH:9][C:19](=[O:20])[O:21][CH2:22][C:23]([Cl:26])([Cl:25])[Cl:24])=[CH:5][CH:4]=1. The catalyst class is: 80. (5) Reactant: [Br:1][C:2]1[CH:3]=[CH:4][C:5]([O:15][CH2:16][C:17]2[CH:22]=[CH:21][C:20]([F:23])=[CH:19][CH:18]=2)=[C:6]([C:8](=O)[CH2:9][CH2:10][C:11](=O)[CH3:12])[CH:7]=1.[CH3:24][O:25][C:26](=[O:36])[C:27]1[CH:32]=[C:31]([NH2:33])[CH:30]=[C:29]([NH2:34])[C:28]=1[CH3:35].CC1C=CC(S(O)(=O)=O)=CC=1. Product: [CH3:24][O:25][C:26](=[O:36])[C:27]1[C:28]([CH3:35])=[C:29]([NH2:34])[CH:30]=[C:31]([N:33]2[C:11]([CH3:12])=[CH:10][CH:9]=[C:8]2[C:6]2[CH:7]=[C:2]([Br:1])[CH:3]=[CH:4][C:5]=2[O:15][CH2:16][C:17]2[CH:22]=[CH:21][C:20]([F:23])=[CH:19][CH:18]=2)[CH:32]=1. The catalyst class is: 296. (6) Reactant: [C:1]1([CH2:7][C:8](Cl)=[N:9][OH:10])[CH:6]=[CH:5][CH:4]=[CH:3][CH:2]=1.[C:12]([O:16][C:17]([N:19]1[CH2:24][CH2:23][C:22](=[CH2:25])[CH2:21][CH2:20]1)=[O:18])([CH3:15])([CH3:14])[CH3:13].C(N(CC)CC)C.[Cl-].[Na+]. Product: [C:12]([O:16][C:17]([N:19]1[CH2:24][CH2:23][C:22]2([O:10][N:9]=[C:8]([CH2:7][C:1]3[CH:6]=[CH:5][CH:4]=[CH:3][CH:2]=3)[CH2:25]2)[CH2:21][CH2:20]1)=[O:18])([CH3:14])([CH3:13])[CH3:15]. The catalyst class is: 232. (7) Reactant: [CH3:1][C@@H:2]1[CH2:7][CH2:6][C@H:5]([O:8][C:9]2[C:10]([C:21]([F:24])([F:23])[F:22])=[C:11]3[C:16](=[CH:17][CH:18]=2)[CH:15]=[C:14]([CH:19]=O)[CH:13]=[CH:12]3)[CH2:4][CH2:3]1.C[O:26][C:27]([CH:29]1[CH2:36][CH:35]2[NH:37][CH:31]([CH2:32][CH2:33][CH2:34]2)[CH2:30]1)=[O:28].Cl.C(O[BH-](OC(=O)C)OC(=O)C)(=O)C.[Na+].C(O)(=O)C.[OH-].[Na+]. Product: [CH3:1][C@@H:2]1[CH2:3][CH2:4][C@H:5]([O:8][C:9]2[C:10]([C:21]([F:22])([F:23])[F:24])=[C:11]3[C:16](=[CH:17][CH:18]=2)[CH:15]=[C:14]([CH2:19][N:37]2[CH:35]4[CH2:34][CH2:33][CH2:32][CH:31]2[CH2:30][CH:29]([C:27]([OH:26])=[O:28])[CH2:36]4)[CH:13]=[CH:12]3)[CH2:6][CH2:7]1. The catalyst class is: 36.